From a dataset of Full USPTO retrosynthesis dataset with 1.9M reactions from patents (1976-2016). Predict the reactants needed to synthesize the given product. (1) Given the product [CH3:1][O:2][CH2:3][O:4][C:5]1[C:6]([CH3:23])=[CH:7][C:8](/[CH:9]=[CH:10]/[C:11]2[CH:12]=[C:13]([CH:17]=[CH:18][CH:19]=2)[C:14](=[O:16])[S:45][C:39]2[CH:44]=[CH:43][CH:42]=[CH:41][CH:40]=2)=[CH:20][C:21]=1[CH3:22], predict the reactants needed to synthesize it. The reactants are: [CH3:1][O:2][CH2:3][O:4][C:5]1[C:21]([CH3:22])=[CH:20][C:8](/[CH:9]=[CH:10]/[C:11]2[CH:12]=[C:13]([CH:17]=[CH:18][CH:19]=2)[C:14]([OH:16])=O)=[CH:7][C:6]=1[CH3:23].C1CCC(N=C=NC2CCCCC2)CC1.[C:39]1([SH:45])[CH:44]=[CH:43][CH:42]=[CH:41][CH:40]=1. (2) Given the product [Cl:1][C:2]1[CH:3]=[C:4]2[C:9](=[C:10]([C:12]([NH:44][S:41]([CH3:40])(=[O:43])=[O:42])=[O:13])[CH:11]=1)[NH:8][CH:7]([C:15]1[CH:20]=[CH:19][CH:18]=[C:17]([N:21]3[CH2:25][CH2:24][CH2:23][CH2:22]3)[CH:16]=1)[CH2:6][C:5]2([CH3:27])[CH3:26], predict the reactants needed to synthesize it. The reactants are: [Cl:1][C:2]1[CH:3]=[C:4]2[C:9](=[C:10]([C:12](O)=[O:13])[CH:11]=1)[NH:8][CH:7]([C:15]1[CH:20]=[CH:19][CH:18]=[C:17]([N:21]3[CH2:25][CH2:24][CH2:23][CH2:22]3)[CH:16]=1)[CH2:6][C:5]2([CH3:27])[CH3:26].Cl.CN(C)CCCN=C=NCC.[CH3:40][S:41]([NH2:44])(=[O:43])=[O:42].